This data is from Reaction yield outcomes from USPTO patents with 853,638 reactions. The task is: Predict the reaction yield, written as a fraction of the theoretical maximum amount of product (1.0 means a 100% yield; for example, 0.34 means a 34% yield). The reactants are [C:1]1([CH2:7][CH2:8][CH2:9][CH2:10][NH:11][CH:12]=O)[CH:6]=[CH:5][CH:4]=[CH:3][CH:2]=1.C(N(CC)CC)C.ClC(Cl)(OC(=O)OC(Cl)(Cl)Cl)Cl.[Se].C(N=C=[Se:43])C1C=CC=CC=1. The catalyst is C(Cl)Cl. The product is [C:1]1([CH2:7][CH2:8][CH2:9][CH2:10][N:11]=[C:12]=[Se:43])[CH:6]=[CH:5][CH:4]=[CH:3][CH:2]=1. The yield is 0.950.